Dataset: Reaction yield outcomes from USPTO patents with 853,638 reactions. Task: Predict the reaction yield, written as a fraction of the theoretical maximum amount of product (1.0 means a 100% yield; for example, 0.34 means a 34% yield). (1) The reactants are Br[C:2]1[CH:11]=[C:10]2[C:5]([CH:6]=[CH:7][N:8]=[C:9]2[N:12]2[CH2:17][CH2:16][N:15]([C:18]([O:20][C:21]([CH3:24])([CH3:23])[CH3:22])=[O:19])[CH2:14][CH2:13]2)=[CH:4][CH:3]=1.[Cl:25][C:26]1[CH:31]=[CH:30][C:29]([SH:32])=[CH:28][CH:27]=1. The catalyst is C(O)CCC.C1C=CC([P]([Pd]([P](C2C=CC=CC=2)(C2C=CC=CC=2)C2C=CC=CC=2)([P](C2C=CC=CC=2)(C2C=CC=CC=2)C2C=CC=CC=2)[P](C2C=CC=CC=2)(C2C=CC=CC=2)C2C=CC=CC=2)(C2C=CC=CC=2)C2C=CC=CC=2)=CC=1. The product is [C:21]([O:20][C:18]([N:15]1[CH2:16][CH2:17][N:12]([C:9]2[C:10]3[C:5](=[CH:4][CH:3]=[C:2]([S:32][C:29]4[CH:30]=[CH:31][C:26]([Cl:25])=[CH:27][CH:28]=4)[CH:11]=3)[CH:6]=[CH:7][N:8]=2)[CH2:13][CH2:14]1)=[O:19])([CH3:24])([CH3:23])[CH3:22]. The yield is 0.500. (2) The product is [Cl:1][C:2]1[C:3]([C:8]2[CH:9]=[C:10]3[C:14](=[CH:15][CH:16]=2)[NH:13][N:12]=[C:11]3[NH:17][C:18]2[S:19][C:20]([CH2:23][NH:24][CH3:25])=[CH:21][N:22]=2)=[N:4][CH:5]=[CH:6][CH:7]=1. The yield is 0.300. The reactants are [Cl:1][C:2]1[C:3]([C:8]2[CH:9]=[C:10]3[C:14](=[CH:15][CH:16]=2)[NH:13][N:12]=[C:11]3[NH:17][C:18]2[S:19][C:20]([CH2:23][N:24](C)[C:25](=O)OC(C)(C)C)=[CH:21][N:22]=2)=[N:4][CH:5]=[CH:6][CH:7]=1.C(OCC)(=O)C.Cl. The catalyst is C(OCC)(=O)C.